Task: Predict the product of the given reaction.. Dataset: Forward reaction prediction with 1.9M reactions from USPTO patents (1976-2016) (1) Given the reactants Br[C:2]1[CH:3]=[C:4]([CH3:33])[C:5]([O:8][C:9]2[CH:14]=[C:13]([O:15][CH2:16][CH2:17][O:18][CH3:19])[CH:12]=[CH:11][C:10]=2/[CH:20]=[CH:21]/[C:22]([NH:24][S:25]([CH2:28][CH2:29][CH2:30][CH2:31][CH3:32])(=[O:27])=[O:26])=[O:23])=[N:6][CH:7]=1.OB(O)[C:36]1[CH:41]=[CH:40][CH:39]=[CH:38][CH:37]=1.C(=O)([O-])[O-].[Na+].[Na+].O, predict the reaction product. The product is: [CH3:19][O:18][CH2:17][CH2:16][O:15][C:13]1[CH:12]=[CH:11][C:10](/[CH:20]=[CH:21]/[C:22]([NH:24][S:25]([CH2:28][CH2:29][CH2:30][CH2:31][CH3:32])(=[O:27])=[O:26])=[O:23])=[C:9]([O:8][C:5]2[C:4]([CH3:33])=[CH:3][C:2]([C:36]3[CH:41]=[CH:40][CH:39]=[CH:38][CH:37]=3)=[CH:7][N:6]=2)[CH:14]=1. (2) Given the reactants [CH3:1][N:2]([C:21]1[CH:26]=[CH:25][CH:24]=[CH:23][CH:22]=1)[C:3](=[O:20])[C@@H:4]([NH:12]C(=O)OC(C)(C)C)[CH2:5][C:6]1[CH:11]=[CH:10][CH:9]=[CH:8][CH:7]=1.C(O)(C(F)(F)F)=O, predict the reaction product. The product is: [NH2:12][C@@H:4]([CH2:5][C:6]1[CH:11]=[CH:10][CH:9]=[CH:8][CH:7]=1)[C:3]([N:2]([CH3:1])[C:21]1[CH:26]=[CH:25][CH:24]=[CH:23][CH:22]=1)=[O:20]. (3) Given the reactants [Br:1][C:2]1[CH:3]=[C:4]2[C:9](=[CH:10][CH:11]=1)[CH:8]=[C:7]([C:12](Cl)=[O:13])[CH:6]=[CH:5]2.[Si]([CH:19]=[N+:20]=[N-:21])(C)(C)C, predict the reaction product. The product is: [Br:1][C:2]1[CH:3]=[C:4]2[C:9](=[CH:10][CH:11]=1)[CH:8]=[C:7]([C:12](=[O:13])[CH:19]=[N+:20]=[N-:21])[CH:6]=[CH:5]2. (4) Given the reactants [OH:1][CH:2]([C:13]1[CH:18]=[CH:17][C:16](N2CCOCC2)=[CH:15][CH:14]=1)[CH2:3][N:4]([CH3:12])[C:5](=[O:11])[O:6][C:7]([CH3:10])([CH3:9])[CH3:8].[Br:25]CC(C1C=CC(Br)=CC=1)=O, predict the reaction product. The product is: [Br:25][C:16]1[CH:17]=[CH:18][C:13]([CH:2]([OH:1])[CH2:3][N:4]([CH3:12])[C:5](=[O:11])[O:6][C:7]([CH3:10])([CH3:9])[CH3:8])=[CH:14][CH:15]=1. (5) The product is: [Cl:23][C:2]([Cl:22])([Cl:1])[CH2:3][O:4][C:5](=[O:21])[NH:6][C:7]1[CH:12]=[CH:11][N:10]([C@H:13]2[O:17][C@@H:16]([CH2:18][O:19][C:31]([O:32][C:33]3[CH:34]=[CH:35][C:36]([N+:39]([O-:41])=[O:40])=[CH:37][CH:38]=3)=[O:42])[S:15][CH2:14]2)[C:9](=[O:20])[N:8]=1. Given the reactants [Cl:1][C:2]([Cl:23])([Cl:22])[CH2:3][O:4][C:5](=[O:21])[NH:6][C:7]1[CH:12]=[CH:11][N:10]([C@H:13]2[O:17][C@@H:16]([CH2:18][OH:19])[S:15][CH2:14]2)[C:9](=[O:20])[N:8]=1.CCN(CC)CC.[C:31](Cl)(=[O:42])[O:32][C:33]1[CH:38]=[CH:37][C:36]([N+:39]([O-:41])=[O:40])=[CH:35][CH:34]=1, predict the reaction product. (6) Given the reactants [CH3:1][NH:2][C:3]1[CH:8]=[CH:7][CH:6]=[CH:5][C:4]=1B1OC(C)(C)C(C)(C)O1.Br[C:19]1[CH:24]=[CH:23][N:22]=[C:21]2[NH:25][CH:26]=[CH:27][C:20]=12.P([O-])([O-])([O-])=O.[K+].[K+].[K+].O1CCOCC1, predict the reaction product. The product is: [CH3:1][NH:2][C:3]1[CH:8]=[CH:7][CH:6]=[CH:5][C:4]=1[C:19]1[CH:24]=[CH:23][N:22]=[C:21]2[NH:25][CH:26]=[CH:27][C:20]=12.